Predict the reactants needed to synthesize the given product. From a dataset of Full USPTO retrosynthesis dataset with 1.9M reactions from patents (1976-2016). (1) The reactants are: [C:1]([C:4]1[C:5](=[O:21])[NH:6][C:7]2[C:12]([C:13]=1[C:14]1[CH:19]=[CH:18][N:17]=[CH:16][CH:15]=1)=[CH:11][C:10]([Cl:20])=[CH:9][CH:8]=2)(=[O:3])[CH3:2].[CH:22](=O)[C:23]1[CH:28]=[CH:27][CH:26]=[CH:25][CH:24]=1.[OH-].[Na+]. Given the product [Cl:20][C:10]1[CH:11]=[C:12]2[C:7](=[CH:8][CH:9]=1)[NH:6][C:5](=[O:21])[C:4]([C:1](=[O:3])[CH:2]=[CH:22][C:23]1[CH:28]=[CH:27][CH:26]=[CH:25][CH:24]=1)=[C:13]2[C:14]1[CH:19]=[CH:18][N:17]=[CH:16][CH:15]=1, predict the reactants needed to synthesize it. (2) Given the product [C:12]([O:15][C:8]([C:4]1[CH:3]=[C:2]([Cl:1])[CH:7]=[CH:6][N:5]=1)=[O:9])([CH3:14])([CH3:13])[CH3:11], predict the reactants needed to synthesize it. The reactants are: [Cl:1][C:2]1[CH:7]=[CH:6][N:5]=[C:4]([C:8](Cl)=[O:9])[CH:3]=1.[CH3:11][C:12]([OH:15])([CH3:14])[CH3:13]. (3) Given the product [CH3:14][O:13][CH2:12][C:3]1[CH:4]=[C:5]([C:6]([O:8][CH3:9])=[O:7])[CH:10]=[CH:11][C:2]=1[C:16]1[CH:21]=[CH:20][CH:19]=[CH:18][C:17]=1[CH3:34], predict the reactants needed to synthesize it. The reactants are: Br[C:2]1[CH:11]=[CH:10][C:5]([C:6]([O:8][CH3:9])=[O:7])=[CH:4][C:3]=1[CH2:12][O:13][CH3:14].F[C:16]1[C:17]([CH3:34])=[C:18]([C:16]2[CH:21]=[CH:20][C:19](C(O)=O)=[CH:18][C:17]=2[CH2:34]OC)[CH:19]=[CH:20][CH:21]=1.C1(C)C=CC=CC=1B(O)O.C([O-])([O-])=O.[K+].[K+].